From a dataset of Catalyst prediction with 721,799 reactions and 888 catalyst types from USPTO. Predict which catalyst facilitates the given reaction. Reactant: [N:1]1[CH:6]=[CH:5][CH:4]=[C:3](NCC(O)=O)[CH:2]=1.[C:20](O[C:20]([O:22][C:23]([CH3:26])([CH3:25])[CH3:24])=[O:21])([O:22][C:23]([CH3:26])([CH3:25])[CH3:24])=[O:21].[NH:27]1[CH2:32][CH2:31][O:30][CH2:29][CH2:28]1.CN(C(O[N:41]1N=NC2C=CC=[CH:47][C:42]1=2)=[N+](C)C)C.[B-](F)(F)(F)F.CN(C=[O:59])C. Product: [N:27]1([C:47](=[O:59])[CH:42]([NH:41][C:20](=[O:21])[O:22][C:23]([CH3:24])([CH3:25])[CH3:26])[C:3]2[CH:2]=[N:1][CH:6]=[CH:5][CH:4]=2)[CH2:32][CH2:31][O:30][CH2:29][CH2:28]1. The catalyst class is: 347.